This data is from Reaction yield outcomes from USPTO patents with 853,638 reactions. The task is: Predict the reaction yield, written as a fraction of the theoretical maximum amount of product (1.0 means a 100% yield; for example, 0.34 means a 34% yield). The reactants are [F:1][C:2]1[CH:7]=[C:6]([F:8])[CH:5]=[CH:4][C:3]=1[C:9]1[CH:14]=[CH:13][CH:12]=[C:11]([NH:15][C:16]([C:18]2[N:19]([C:30]([O:32][C:33]([CH3:36])([CH3:35])[CH3:34])=[O:31])[C:20]3[C:25]([CH:26]=2)=[CH:24][CH:23]=[C:22]([N+:27]([O-])=O)[CH:21]=3)=[O:17])[CH:10]=1.[NH4+].[Cl-]. The catalyst is CO.O.[Zn]. The product is [NH2:27][C:22]1[CH:21]=[C:20]2[C:25]([CH:26]=[C:18]([C:16](=[O:17])[NH:15][C:11]3[CH:10]=[C:9]([C:3]4[CH:4]=[CH:5][C:6]([F:8])=[CH:7][C:2]=4[F:1])[CH:14]=[CH:13][CH:12]=3)[N:19]2[C:30]([O:32][C:33]([CH3:35])([CH3:34])[CH3:36])=[O:31])=[CH:24][CH:23]=1. The yield is 0.770.